This data is from Full USPTO retrosynthesis dataset with 1.9M reactions from patents (1976-2016). The task is: Predict the reactants needed to synthesize the given product. (1) Given the product [C:3]([O:7][C:8]([N:10]1[CH2:14][C@@H:13]([F:15])[CH2:12][C@@H:11]1[C:16]([NH:18][CH2:19][C:20]1[CH:25]=[C:24]([C:26]2[CH:27]=[N:28][C:29]([C:32]([F:33])([F:34])[F:35])=[CH:30][CH:31]=2)[N:23]=[CH:22][C:21]=1[C:36]([OH:38])=[O:37])=[O:17])=[O:9])([CH3:6])([CH3:4])[CH3:5], predict the reactants needed to synthesize it. The reactants are: [Li+].[OH-].[C:3]([O:7][C:8]([N:10]1[CH2:14][C@@H:13]([F:15])[CH2:12][C@@H:11]1[C:16]([NH:18][CH2:19][C:20]1[CH:25]=[C:24]([C:26]2[CH:27]=[N:28][C:29]([C:32]([F:35])([F:34])[F:33])=[CH:30][CH:31]=2)[N:23]=[CH:22][C:21]=1[C:36]([O:38]C)=[O:37])=[O:17])=[O:9])([CH3:6])([CH3:5])[CH3:4].Cl. (2) Given the product [F:22][C:15]([F:21])([C:12]1[CH:11]=[CH:10][C:9]([S:27][C:28]#[N:29])=[CH:14][N:13]=1)[C:16]([O:18][CH2:19][CH3:20])=[O:17], predict the reactants needed to synthesize it. The reactants are: C(OC(N[C:9]1[CH:10]=[CH:11][C:12]([C:15]([F:22])([F:21])[C:16]([O:18][CH2:19][CH3:20])=[O:17])=[N:13][CH:14]=1)=O)(C)(C)C.N([O-])=O.[Na+].[S-:27][C:28]#[N:29].[K+].C(=O)(O)[O-].[Na+]. (3) Given the product [CH2:1]([N:8]1[CH2:12][CH2:11][C@@H:10]([O:13][CH:19]([C:18]2[CH:28]=[CH:29][C:15]([Cl:14])=[CH:16][CH:17]=2)[C:20]2[CH:21]=[CH:22][C:23]([Cl:26])=[CH:24][CH:25]=2)[CH2:9]1)[C:2]1[CH:3]=[CH:4][CH:5]=[CH:6][CH:7]=1, predict the reactants needed to synthesize it. The reactants are: [CH2:1]([N:8]1[CH2:12][CH2:11][C@@H:10]([OH:13])[CH2:9]1)[C:2]1[CH:7]=[CH:6][CH:5]=[CH:4][CH:3]=1.[Cl:14][C:15]1[CH:29]=[CH:28][C:18]([CH:19](O)[C:20]2[CH:25]=[CH:24][C:23]([Cl:26])=[CH:22][CH:21]=2)=[CH:17][CH:16]=1.C1(C)C=CC(S(O)(=O)=O)=CC=1. (4) Given the product [C:14]([O:18][C:19]([N:21]1[C:30]2[C:25](=[CH:26][CH:27]=[C:28]([CH2:31][CH2:32][O:33][C:34]3[CH:35]=[C:36]4[C:40](=[CH:41][CH:42]=3)[N:39]([C:5]([C:6]3[CH:11]=[CH:10][C:9]([F:12])=[CH:8][CH:7]=3)=[CH:4][C:3]([O:2][CH3:1])=[O:13])[CH:38]=[CH:37]4)[N:29]=2)[CH2:24][CH2:23][CH2:22]1)=[O:20])([CH3:17])([CH3:15])[CH3:16], predict the reactants needed to synthesize it. The reactants are: [CH3:1][O:2][C:3](=[O:13])[C:4]#[C:5][C:6]1[CH:11]=[CH:10][C:9]([F:12])=[CH:8][CH:7]=1.[C:14]([O:18][C:19]([N:21]1[C:30]2[C:25](=[CH:26][CH:27]=[C:28]([CH2:31][CH2:32][O:33][C:34]3[CH:35]=[C:36]4[C:40](=[CH:41][CH:42]=3)[NH:39][CH:38]=[CH:37]4)[N:29]=2)[CH2:24][CH2:23][CH2:22]1)=[O:20])([CH3:17])([CH3:16])[CH3:15]. (5) Given the product [OH:15][CH:2]([CH2:3][OH:20])[CH2:1][C:4]1[CH:9]=[CH:8][N:7]=[C:6]([C:10]([O:12][CH2:13][CH3:14])=[O:11])[CH:5]=1, predict the reactants needed to synthesize it. The reactants are: [CH2:1]([C:4]1[CH:9]=[CH:8][N:7]=[C:6]([C:10]([O:12][CH2:13][CH3:14])=[O:11])[CH:5]=1)[CH:2]=[CH2:3].[OH2:15].C[N+]1([O-])CC[O:20]CC1.[O-]S([O-])(=S)=O.[Na+].[Na+]. (6) The reactants are: [C:1]([O:4][CH:5]([C:17]1[S:18][CH:19]=[CH:20][CH:21]=1)[CH2:6][CH2:7][N:8](C)[CH2:9]C1C=CC=CC=1)(=[O:3])[CH3:2].Cl[C:23]([O:25][C:26]1[CH:31]=[CH:30][CH:29]=[CH:28][CH:27]=1)=[O:24]. Given the product [C:1]([O:4][CH:5]([C:17]1[S:18][CH:19]=[CH:20][CH:21]=1)[CH2:6][CH2:7][N:8]([CH3:9])[C:23](=[O:24])[O:25][C:26]1[CH:31]=[CH:30][CH:29]=[CH:28][CH:27]=1)(=[O:3])[CH3:2], predict the reactants needed to synthesize it. (7) Given the product [F:1][C:2]1[CH:7]=[C:6]([O:22][CH2:21][C:20]2[CH:23]=[CH:24][C:17]([F:16])=[CH:18][CH:19]=2)[CH:5]=[CH:4][C:3]=1[N:9]1[C:13]([CH3:14])=[CH:12][CH:11]=[C:10]1[CH3:15], predict the reactants needed to synthesize it. The reactants are: [F:1][C:2]1[CH:7]=[C:6](I)[CH:5]=[CH:4][C:3]=1[N:9]1[C:13]([CH3:14])=[CH:12][CH:11]=[C:10]1[CH3:15].[F:16][C:17]1[CH:24]=[CH:23][C:20]([CH2:21][OH:22])=[CH:19][CH:18]=1.C(=O)([O-])[O-].[Cs+].[Cs+].N1C2C(=CC=C3C=2N=CC=C3)C=CC=1. (8) Given the product [Br:1][C:2]1[CH:7]=[CH:6][C:5]([O:8][CH:16]([CH3:18])[CH3:17])=[CH:4][CH:3]=1, predict the reactants needed to synthesize it. The reactants are: [Br:1][C:2]1[CH:7]=[CH:6][C:5]([OH:8])=[CH:4][CH:3]=1.C(=O)([O-])[O-].[K+].[K+].Br[CH:16]([CH3:18])[CH3:17].CN(C)C=O.